This data is from Reaction yield outcomes from USPTO patents with 853,638 reactions. The task is: Predict the reaction yield, written as a fraction of the theoretical maximum amount of product (1.0 means a 100% yield; for example, 0.34 means a 34% yield). (1) The reactants are [H-].[Al+3].[Li+].[H-].[H-].[H-].[F:7][C:8]1[CH:9]=[C:10]([CH:16]=[CH:17][N:18]=1)[C:11](OCC)=[O:12].O.[OH-].[Na+]. The catalyst is O1CCCC1.[Cl-].[Na+].O. The product is [F:7][C:8]1[CH:9]=[C:10]([CH2:11][OH:12])[CH:16]=[CH:17][N:18]=1. The yield is 0.510. (2) The reactants are [CH2:1]([O:8][C:9]1[CH:14]=[C:13]([N+:15]([O-])=O)[C:12]([F:18])=[CH:11][C:10]=1[C:19]([F:22])([F:21])[F:20])[C:2]1[CH:7]=[CH:6][CH:5]=[CH:4][CH:3]=1.[BH4-].[Na+]. The catalyst is CO.Cl[Ni]Cl. The product is [CH2:1]([O:8][C:9]1[C:10]([C:19]([F:22])([F:20])[F:21])=[CH:11][C:12]([F:18])=[C:13]([CH:14]=1)[NH2:15])[C:2]1[CH:3]=[CH:4][CH:5]=[CH:6][CH:7]=1. The yield is 0.430.